Dataset: Forward reaction prediction with 1.9M reactions from USPTO patents (1976-2016). Task: Predict the product of the given reaction. (1) Given the reactants [O:1]1[CH2:6][CH2:5][N:4]([C:7]2[CH:12]=[CH:11][C:10]([C:13]3[NH:14][C:15]4[CH:21]=[C:20]([NH2:22])[CH:19]=[CH:18][C:16]=4[N:17]=3)=[CH:9][CH:8]=2)[CH2:3][CH2:2]1.[OH:23][CH2:24][CH2:25][O:26][C:27]1[CH:32]=[CH:31][C:30]([C:33]2[NH:34][C:35]3[CH:41]=[C:40]([C:42]([O-])=[O:43])[CH:39]=[CH:38][C:36]=3[N:37]=2)=[CH:29][CH:28]=1, predict the reaction product. The product is: [OH:23][CH2:24][CH2:25][O:26][C:27]1[CH:28]=[CH:29][C:30]([C:33]2[NH:34][C:35]3[CH:41]=[C:40]([C:42]([NH:22][C:20]4[CH:19]=[CH:18][C:16]5[NH:17][C:13]([C:10]6[CH:11]=[CH:12][C:7]([N:4]7[CH2:5][CH2:6][O:1][CH2:2][CH2:3]7)=[CH:8][CH:9]=6)=[N:14][C:15]=5[CH:21]=4)=[O:43])[CH:39]=[CH:38][C:36]=3[N:37]=2)=[CH:31][CH:32]=1. (2) Given the reactants Cl[C:2]1[CH:11]=[CH:10][C:9]2[C:4](=[CH:5][CH:6]=[C:7]([Cl:12])[CH:8]=2)[N:3]=1.[CH3:13][N:14]1[CH2:19][CH2:18][NH:17][CH2:16][CH2:15]1, predict the reaction product. The product is: [Cl:12][C:7]1[CH:8]=[C:9]2[C:4](=[CH:5][CH:6]=1)[N:3]=[C:2]([N:17]1[CH2:18][CH2:19][N:14]([CH3:13])[CH2:15][CH2:16]1)[CH:11]=[CH:10]2. (3) Given the reactants C(Cl)(=O)C(Cl)=O.CS(C)=O.[CH2:11]([C@H:13]([NH:20][C:21]([C:23]1[C:32]2[C:27](=[CH:28][CH:29]=[CH:30][CH:31]=2)[N:26]=[C:25]([C:33]2[CH:38]=[CH:37][CH:36]=[CH:35][CH:34]=2)[C:24]=1[O:39][CH2:40][CH2:41][OH:42])=[O:22])[C:14]1[CH:19]=[CH:18][CH:17]=[CH:16][CH:15]=1)[CH3:12].O, predict the reaction product. The product is: [CH2:11]([C@H:13]([NH:20][C:21]([C:23]1[C:32]2[C:27](=[CH:28][CH:29]=[CH:30][CH:31]=2)[N:26]=[C:25]([C:33]2[CH:34]=[CH:35][CH:36]=[CH:37][CH:38]=2)[C:24]=1[O:39][CH2:40][CH:41]=[O:42])=[O:22])[C:14]1[CH:19]=[CH:18][CH:17]=[CH:16][CH:15]=1)[CH3:12].